Dataset: Experimentally validated miRNA-target interactions with 360,000+ pairs, plus equal number of negative samples. Task: Binary Classification. Given a miRNA mature sequence and a target amino acid sequence, predict their likelihood of interaction. (1) Result: 0 (no interaction). The miRNA is hsa-miR-4433a-3p with sequence ACAGGAGUGGGGGUGGGACAU. The protein sequence of the target gene is MWTTGRMSNAKSWLGLGTSLYFWALMDLTATVLSSTPMPEVELETLFSGRSQSHQRSKRSWVWNQFFVLEEYTGTDPLYVGKLHSDMDRGDGSIKYILSGEGAGIVFTIDDTTGDIHAIQRLDREERAQYTLRAQALDRRTGRPMEPESEFIIKIQDINDNEPKFLDGPYIATVPEMSPVGTSVIQVTATDADDPTYGNSARVVYSILQGQPYFSVDSKTGVIRTALMNMDREAKEYYEVIIQAKDMGGQLGGLAGTTTVNITLSDVNDNPPRFPQKHYQMSVLESAPISSTVGRVFAKD.... (2) The miRNA is hsa-miR-7-1-3p with sequence CAACAAAUCACAGUCUGCCAUA. The protein sequence of the target gene is MMTAESRETTGLSPQAAQEKDGIVIVKVEEEDEEDHMWGQDSSLQETPPPDPEVFRQRFRRFCYQNTFGPREALNRLKELCHQWLRPEVNSKEQILELLVLEQFLSILPKELQVWLQEYRPDSGEEAVTLLEDLELDLSGQQVPGQVHGPEMLARGVVPLDPVQESSSFDHHETAQSHFKHSSRKPRLLSRALPATHVPAPHHEGNPRDQAMASALLTADSQAMVKIEDMAVSLILEEWGCQNLARRNLNRDSRQMNLGNVFSQGSENRNGNESTSKAEVKEDSTSHGEIAGRFQKEFGE.... Result: 0 (no interaction). (3) The miRNA is hsa-miR-6821-5p with sequence GUGCGUGGUGGCUCGAGGCGGGG. The protein sequence of the target gene is MASQGRRRRPLRRPETVVPGEATETDSERSASSSEEEELYLGPSGPTRGRPTGLRVAGEAAETDSEPEPEPEPTAAPRDLPPLVVQRESAEEAWGTEEAPAPAPARSLLQLRLAESQARLDHDVAAAVSGVYRRAGRDVAALASRLAAAQAAGLAAAHSVRLARGDLCALAERLDIVAGCRLLPDIRGVPGTEPEKDPGPRA. Result: 0 (no interaction). (4) The miRNA is hsa-miR-589-5p with sequence UGAGAACCACGUCUGCUCUGAG. The protein sequence of the target gene is MARPVQLAPGSLALVLCRLEAQKAAGAAEEPGGRAVFRAFRRANARCFWNARLARAASRLAFQGWLRRGVLLVRAPPACLQVLRDAWRRRALRPPRGFRIRAVGDVFPVQMNPITQSQFVPLGEVLCCAISDMNTAQIVVTQESLLERLMKHYPGIAIPSEDILYTTLGTLIKERKIYHTGEGYFIVTPQTYFITNTTTQENKRMLPSDESRLMPASMTYLVSMESCAESAQENAAPISHCQSCQCFRDMHTQDVQEAPVAAEVTRKSHRGLGESVSWVQNGAVSVSAEHHICESTKPLP.... Result: 0 (no interaction). (5) The miRNA is hsa-miR-215-5p with sequence AUGACCUAUGAAUUGACAGAC. The protein sequence of the target gene is MEGPAEWGPEAALGPEAVLRFLAERGGRALHAELVQHFRGALGGEPEQRARARAHFKELVNAVATVRVDPADGAKYVHLKKRFCEGPSEPSGDPPRIQVTAEPEAPDGPAGPEARDRLPDAAAPESLPGQGRELGEGEPPAPAHWPPLSAGARRKNSRRDVQPLPRTPAPGPSEDLELPPHGCEEADRGSSLVGATAQRPARQNLRDLVMGSSPQLKRSVCPGGSSPGSSSGGGRGRGGGDSDSASVASSSAEEESSGGGSVTLDPLEHAWMLSASDGKWDSLEGLLTCEPGLLVKRDFI.... Result: 1 (interaction). (6) The miRNA is hsa-miR-6797-5p with sequence AGGAGGGAAGGGGCUGAGAACAGGA. The protein sequence of the target gene is MRCALALSALLLLLSTPPLLPSSPSPSPSPSQNATQTTTDSSNKTAPTPASSVTIMATDTAQQSTVPTSKANEILASVKATTLGVSSDSPGTTTLAQQVSGPVNTTVARGGGSGNPTTTIESPKSTKSADTTTVATSTATAKPNTTSSQNGAEDTTNSGGKSSHSVTTDLTSTKAEHLTTPHPTSPLSPRQPTSTHPVATPTSSGHDHLMKISSSSSTVAIPGYTFTSPGMTTTLLETVFHHVSQAGLELLTSGDLPTLASQSAGITASSVISQRTQQTSSQMPASSTAPSSQETVQPTS.... Result: 1 (interaction). (7) The miRNA is hsa-miR-2467-3p with sequence AGCAGAGGCAGAGAGGCUCAGG. The protein sequence of the target gene is MASCAEPSEPSAPLPAGVPPLEDFEVLDGVEDAEGEEEEEEEEEEEDDLSELPPLEDMGQPPAEEAEQPGALAREFLAAMEPEPAPAPAPEEWLDILGNGLLRKKTLVPGPPGSSRPVKGQVVTVHLQTSLENGTRVQEEPELVFTLGDCDVIQALDLSVPLMDVGETAMVTADSKYCYGPQGRSPYIPPHAALCLEVTLKTAVDGPDLEMLTGQERVALANRKRECGNAHYQRADFVLAANSYDLAIKAITSSAKVDMTFEEEAQLLQLKVKCLNNLAASQLKLDHYRAALRSCSLVLE.... Result: 1 (interaction).